This data is from Forward reaction prediction with 1.9M reactions from USPTO patents (1976-2016). The task is: Predict the product of the given reaction. (1) The product is: [CH2:11]([N:18]1[CH2:23][CH2:22][CH:10]([N:8]2[CH:7]=[N:6][N:5]=[CH:9]2)[CH2:20][CH2:19]1)[C:12]1[CH:17]=[CH:16][CH:15]=[CH:14][CH:13]=1. Given the reactants CN(C=[N:5][N:6]=[CH:7][N:8]([CH3:10])[CH3:9])C.[CH2:11]([N:18]1[CH2:23][CH2:22]C(N)[CH2:20][CH2:19]1)[C:12]1[CH:17]=[CH:16][CH:15]=[CH:14][CH:13]=1.C1(C)C=CC(S(O)(=O)=O)=CC=1, predict the reaction product. (2) Given the reactants [Br:1][C:2]1[CH:7]=[CH:6][C:5]([C:8](O)([CH3:10])[CH3:9])=[C:4]([F:12])[CH:3]=1.C([SiH](CC)CC)C.FC(F)(F)C(O)=O, predict the reaction product. The product is: [Br:1][C:2]1[CH:7]=[CH:6][C:5]([CH:8]([CH3:9])[CH3:10])=[C:4]([F:12])[CH:3]=1. (3) Given the reactants Cl[C:2]1[N:7]=[N:6][C:5]([O:8][C:9]2[CH:14]=[CH:13][CH:12]=[CH:11][C:10]=2[CH3:15])=[C:4]([O:16][CH3:17])[CH:3]=1.[CH2:18]([O:20][C:21]([Sn](CCCC)(CCCC)CCCC)=[CH2:22])[CH3:19].C(OCC)(=O)C.[F-].[Na+], predict the reaction product. The product is: [CH2:21]([O:20][C:18]([C:2]1[N:7]=[N:6][C:5]([O:8][C:9]2[CH:14]=[CH:13][CH:12]=[CH:11][C:10]=2[CH3:15])=[C:4]([O:16][CH3:17])[CH:3]=1)=[CH2:19])[CH3:22]. (4) Given the reactants [O:1]=[C:2]1[CH2:11][CH2:10][CH2:9][C:8]2[N:7]=[C:6]([C:12]([O:14][CH3:15])=[O:13])[CH:5]=[CH:4][C:3]1=2.N1[CH2:20][CH2:19][CH2:18][CH2:17]1.O.C(O[CH2:26][CH3:27])(=O)C, predict the reaction product. The product is: [CH:26]1([CH:27]=[C:11]2[CH2:10][CH2:9][C:8]3[N:7]=[C:6]([C:12]([O:14][CH3:15])=[O:13])[CH:5]=[CH:4][C:3]=3[C:2]2=[O:1])[CH2:20][CH2:19][CH2:18][CH2:17]1. (5) Given the reactants [NH2:1][C:2]1[CH:10]=[C:6]([C:7]([OH:9])=[O:8])[C:5]([OH:11])=[CH:4][CH:3]=1.[N+:12]([C:15]1[CH:23]=[CH:22][C:18]([CH2:19][CH2:20]Br)=[CH:17][CH:16]=1)([O-:14])=[O:13], predict the reaction product. The product is: [N+:12]([C:15]1[CH:23]=[CH:22][C:18]([CH2:19][CH2:20][NH:1][C:2]2[CH:10]=[C:6]([C:7]([OH:9])=[O:8])[C:5]([OH:11])=[CH:4][CH:3]=2)=[CH:17][CH:16]=1)([O-:14])=[O:13]. (6) Given the reactants [C:1]([O:5][C:6]([N:8]1[CH2:13][CH2:12][N:11]2[C:14]([C:20]([F:23])([F:22])[F:21])=[N:15][C:16]([C:17]([OH:19])=[O:18])=[C:10]2[CH:9]1[CH3:24])=[O:7])([CH3:4])([CH3:3])[CH3:2].[C:25](=O)(O)[O-].[Na+].IC, predict the reaction product. The product is: [CH3:25][O:18][C:17]([C:16]1[N:15]=[C:14]([C:20]([F:21])([F:22])[F:23])[N:11]2[CH2:12][CH2:13][N:8]([C:6]([O:5][C:1]([CH3:4])([CH3:2])[CH3:3])=[O:7])[CH:9]([CH3:24])[C:10]=12)=[O:19]. (7) Given the reactants [CH3:1][O:2][C:3](=[O:37])[CH2:4][C:5]1[CH:10]=[CH:9][CH:8]=[C:7]([CH2:11][N:12]([CH2:18][CH2:19][CH2:20][N:21]2[C:29](=[O:30])[NH:28][C:27]3[C:22]2=[N:23][C:24]([O:32][CH2:33][CH2:34][CH2:35][CH3:36])=[N:25][C:26]=3[NH2:31])[C:13](=[O:17])[CH2:14][S:15][CH3:16])[CH:6]=1.CO.C1C=C(Cl)C=C(C(OO)=[O:48])C=1, predict the reaction product. The product is: [CH3:1][O:2][C:3](=[O:37])[CH2:4][C:5]1[CH:10]=[CH:9][CH:8]=[C:7]([CH2:11][N:12]([CH2:18][CH2:19][CH2:20][N:21]2[C:29](=[O:30])[NH:28][C:27]3[C:22]2=[N:23][C:24]([O:32][CH2:33][CH2:34][CH2:35][CH3:36])=[N:25][C:26]=3[NH2:31])[C:13](=[O:17])[CH2:14][S:15]([CH3:16])=[O:48])[CH:6]=1. (8) Given the reactants [CH3:1][C:2]1[CH:10]=[CH:9][C:8]([CH3:11])=[C:7]2[C:3]=1[C:4](=O)[C:5](=O)[NH:6]2.[F:14][C:15]1[CH:28]=[CH:27][C:18]([CH2:19][C:20]2[N:21]([NH2:26])[C:22]([NH2:25])=[N:23][N:24]=2)=[CH:17][CH:16]=1, predict the reaction product. The product is: [F:14][C:15]1[CH:28]=[CH:27][C:18]([CH2:19][C:20]2[N:21]3[C:22]([N:25]=[C:5]4[C:4](=[N:26]3)[C:3]3[C:7](=[C:8]([CH3:11])[CH:9]=[CH:10][C:2]=3[CH3:1])[NH:6]4)=[N:23][N:24]=2)=[CH:17][CH:16]=1. (9) Given the reactants [NH2:1][C:2]1[N:7]=[C:6](Cl)[N:5]=[C:4]([Cl:9])[N:3]=1.CCN(C(C)C)C(C)C.[O:19]1[CH2:24][CH2:23][N:22]([C:25]2[CH:31]=[CH:30][C:28]([NH2:29])=[CH:27][CH:26]=2)[CH2:21][CH2:20]1, predict the reaction product. The product is: [NH2:1][C:2]1[N:3]=[C:4]([Cl:9])[N:5]=[C:6]([NH:29][C:28]2[CH:30]=[CH:31][C:25]([N:22]3[CH2:21][CH2:20][O:19][CH2:24][CH2:23]3)=[CH:26][CH:27]=2)[N:7]=1.